From a dataset of Full USPTO retrosynthesis dataset with 1.9M reactions from patents (1976-2016). Predict the reactants needed to synthesize the given product. (1) Given the product [Cl:1][C:2]1[CH:10]=[C:9]2[C:5]([C:6]([C:20]([OH:25])=[O:28])=[CH:7][N:8]2[CH2:11][C:12]2[CH:17]=[C:16]([F:18])[CH:15]=[C:14]([F:19])[CH:13]=2)=[CH:4][CH:3]=1, predict the reactants needed to synthesize it. The reactants are: [Cl:1][C:2]1[CH:10]=[C:9]2[C:5]([C:6]([C:20](=[O:25])C(F)(F)F)=[CH:7][N:8]2[CH2:11][C:12]2[CH:17]=[C:16]([F:18])[CH:15]=[C:14]([F:19])[CH:13]=2)=[CH:4][CH:3]=1.[H-].[Na+].[OH2:28]. (2) The reactants are: [NH2:1][C:2]1[S:3][C:4]2[C:9]([NH:10][C@H:11]([CH3:14])[CH2:12][OH:13])=[N:8][C:7]([SH:15])=[N:6][C:5]=2[N:16]=1.Cl[CH2:18][C:19]1[N:20]=[C:21]([NH:24][C:25](=[O:27])[CH3:26])[S:22][CH:23]=1. Given the product [NH2:1][C:2]1[S:3][C:4]2[C:9]([NH:10][C@H:11]([CH3:14])[CH2:12][OH:13])=[N:8][C:7]([S:15][CH2:18][C:19]3[N:20]=[C:21]([NH:24][C:25](=[O:27])[CH3:26])[S:22][CH:23]=3)=[N:6][C:5]=2[N:16]=1, predict the reactants needed to synthesize it.